Dataset: Reaction yield outcomes from USPTO patents with 853,638 reactions. Task: Predict the reaction yield, written as a fraction of the theoretical maximum amount of product (1.0 means a 100% yield; for example, 0.34 means a 34% yield). The reactants are [CH2:1]([O:3][CH2:4][C:5]1[N:10]=[CH:9][C:8]([C:11]2[CH:16]=[CH:15][C:14]([S:17]([NH:20][C:21]3[C:30]([F:31])=[CH:29][C:24]([C:25]([O:27]C)=[O:26])=[C:23]([F:32])[CH:22]=3)(=[O:19])=[O:18])=[CH:13][CH:12]=2)=[CH:7][N:6]=1)[CH3:2].[OH-].[Li+].Cl. The catalyst is CO. The product is [CH2:1]([O:3][CH2:4][C:5]1[N:10]=[CH:9][C:8]([C:11]2[CH:16]=[CH:15][C:14]([S:17]([NH:20][C:21]3[C:30]([F:31])=[CH:29][C:24]([C:25]([OH:27])=[O:26])=[C:23]([F:32])[CH:22]=3)(=[O:19])=[O:18])=[CH:13][CH:12]=2)=[CH:7][N:6]=1)[CH3:2]. The yield is 0.900.